This data is from Reaction yield outcomes from USPTO patents with 853,638 reactions. The task is: Predict the reaction yield, written as a fraction of the theoretical maximum amount of product (1.0 means a 100% yield; for example, 0.34 means a 34% yield). (1) The reactants are [CH3:1][O:2][C:3]1[CH:8]=[CH:7][C:6]([N:9]2[CH2:14][CH2:13][O:12][CH2:11][CH2:10]2)=[CH:5][C:4]=1[N+:15]([O-])=O.CO. The catalyst is ClCCl.[Pd]. The product is [CH3:1][O:2][C:3]1[CH:8]=[CH:7][C:6]([N:9]2[CH2:10][CH2:11][O:12][CH2:13][CH2:14]2)=[CH:5][C:4]=1[NH2:15]. The yield is 0.880. (2) The reactants are [CH3:1][O:2][C:3]1[CH:31]=[C:30]([O:32][CH3:33])[CH:29]=[CH:28][C:4]=1[CH2:5][NH:6][C:7]1[CH:14]=[CH:13][C:10]([C:11]#[N:12])=[CH:9][C:8]=1[NH:15][C:16]1[N:21]=[C:20](SC#N)[C:19]([N+:25]([O-:27])=[O:26])=[CH:18][N:17]=1.Cl.[F:35][C:36]1[CH:37]=[C:38]2[C:43](=[C:44]([F:46])[CH:45]=1)[O:42][CH2:41][CH2:40][C@H:39]2[NH2:47].C(=O)([O-])[O-].[K+].[K+]. The catalyst is C(#N)C.CS(C)=O.CCOC(C)=O. The product is [CH3:1][O:2][C:3]1[CH:31]=[C:30]([O:32][CH3:33])[CH:29]=[CH:28][C:4]=1[CH2:5][NH:6][C:7]1[CH:14]=[CH:13][C:10]([C:11]#[N:12])=[CH:9][C:8]=1[NH:15][C:16]1[N:21]=[C:20]([NH:47][C@H:39]2[C:38]3[C:43](=[C:44]([F:46])[CH:45]=[C:36]([F:35])[CH:37]=3)[O:42][CH2:41][CH2:40]2)[C:19]([N+:25]([O-:27])=[O:26])=[CH:18][N:17]=1. The yield is 0.400.